From a dataset of Experimentally validated miRNA-target interactions with 360,000+ pairs, plus equal number of negative samples. Binary Classification. Given a miRNA mature sequence and a target amino acid sequence, predict their likelihood of interaction. (1) The miRNA is hsa-miR-548ap-5p with sequence AAAAGUAAUUGCGGUCUUU. The protein sequence of the target gene is MGLKMSCLKGFQMCVSSSSSSHDEAPVLNDKHLDVPDIIITPPTPTGMMLPRDLGSTVWLDETGSCPDDGEIDPEA. Result: 0 (no interaction). (2) The miRNA is hsa-miR-1307-3p with sequence ACUCGGCGUGGCGUCGGUCGUG. The protein sequence of the target gene is MAGSRQRGLRARVRPLFCALLLSLGRFVRGDGVGGDPAVALPHRRFEYKYSFKGPHLVQSDGTVPFWAHAGNAIPSSDQIRVAPSLKSQRGSVWTKTKAAFENWEVEVTFRVTGRGRIGADGLAIWYAENQGLEGPVFGSADLWNGVGIFFDSFDNDGKKNNPAIVIIGNNGQIHYDHQNDGASQALASCQRDFRNKPYPVRAKITYYQNTLTVMINNGFTPDKNDYEFCAKVENMIIPAQGHFGISAATGGLADDHDVLSFLTFQLTEPGKEPPTPDKEISEKEKEKYQEEFEHFQQEL.... Result: 0 (no interaction).